This data is from Full USPTO retrosynthesis dataset with 1.9M reactions from patents (1976-2016). The task is: Predict the reactants needed to synthesize the given product. Given the product [OH:1][C:2]1[C:14]([CH:19]=[O:20])=[C:13]([CH:15]([CH3:16])[CH3:17])[CH:12]=[C:11]2[C:3]=1[C:4](=[O:18])[CH2:5][C:6]1([O:10]2)[CH2:7][CH2:8][CH2:9]1, predict the reactants needed to synthesize it. The reactants are: [OH:1][C:2]1[CH:14]=[C:13]([CH:15]([CH3:17])[CH3:16])[CH:12]=[C:11]2[C:3]=1[C:4](=[O:18])[CH2:5][C:6]1([O:10]2)[CH2:9][CH2:8][CH2:7]1.[CH3:19][O:20]C(Cl)Cl.